Dataset: Catalyst prediction with 721,799 reactions and 888 catalyst types from USPTO. Task: Predict which catalyst facilitates the given reaction. (1) Reactant: Cl[C:2]1[C:3]2[CH:12]=[N:11][N:10]([C:13]3[CH:18]=[CH:17][CH:16]=[C:15]([F:19])[CH:14]=3)[C:4]=2[N:5]([CH3:9])[C:6](=[O:8])[CH:7]=1.C1(P(C2CCCCC2)C2C=CC=CC=2C2C=CC=CC=2N(C)C)CCCCC1.[NH2:48][C:49]1[CH:50]=[C:51]([CH:58]=[CH:59][C:60]=1[CH3:61])[C:52]([NH:54][CH:55]1[CH2:57][CH2:56]1)=[O:53].[Li+].C[Si]([N-][Si](C)(C)C)(C)C.[Cl-].[NH4+]. Product: [CH:55]1([NH:54][C:52](=[O:53])[C:51]2[CH:58]=[CH:59][C:60]([CH3:61])=[C:49]([NH:48][C:2]3[C:3]4[CH:12]=[N:11][N:10]([C:13]5[CH:18]=[CH:17][CH:16]=[C:15]([F:19])[CH:14]=5)[C:4]=4[N:5]([CH3:9])[C:6](=[O:8])[CH:7]=3)[CH:50]=2)[CH2:56][CH2:57]1. The catalyst class is: 443. (2) Reactant: O.[C:2]([O-:9])(=[O:8])[C:3]([C:5]([O-:7])=[O:6])=O.[Na+].[Na+].Cl.[F:13][C:14]1[CH:19]=[CH:18][CH:17]=[CH:16][C:15]=1[NH:20][NH2:21].C(OCC)(=O)C. Product: [F:13][C:14]1[CH:19]=[CH:18][CH:17]=[CH:16][C:15]=1[NH:20][N:21]=[C:3]([C:5]([OH:7])=[O:6])[C:2]([OH:9])=[O:8]. The catalyst class is: 126.